Task: Predict the reactants needed to synthesize the given product.. Dataset: Full USPTO retrosynthesis dataset with 1.9M reactions from patents (1976-2016) (1) Given the product [C:1]([C:5]1[CH:10]=[CH:9][C:8]([N+:11]([O-:13])=[O:12])=[CH:7][C:6]=1[S:20]([Cl:25])(=[O:22])=[O:19])([CH3:4])([CH3:3])[CH3:2], predict the reactants needed to synthesize it. The reactants are: [C:1]([C:5]1[CH:10]=[CH:9][C:8]([N+:11]([O-:13])=[O:12])=[CH:7][C:6]=1N)([CH3:4])([CH3:3])[CH3:2].N([O-])=O.[Na+].[O-:19][S:20]([O-:22])=O.[Na+].[Na+].[ClH:25]. (2) Given the product [Cl:3][C:4]1[CH:11]=[CH:10][C:7]([C:8]#[N:9])=[C:6]([C:12]2[C:17]([O:18][CH3:19])=[CH:16][N:15]([CH:25]([CH2:24][CH2:23][O:22][CH3:21])[C:26]([O:28][C:29]([CH3:32])([CH3:30])[CH3:31])=[O:27])[C:14](=[O:20])[CH:13]=2)[CH:5]=1, predict the reactants needed to synthesize it. The reactants are: [H-].[Na+].[Cl:3][C:4]1[CH:11]=[CH:10][C:7]([C:8]#[N:9])=[C:6]([C:12]2[C:17]([O:18][CH3:19])=[CH:16][NH:15][C:14](=[O:20])[CH:13]=2)[CH:5]=1.[CH3:21][O:22][CH2:23][CH2:24][CH:25](OS(C(F)(F)F)(=O)=O)[C:26]([O:28][C:29]([CH3:32])([CH3:31])[CH3:30])=[O:27]. (3) Given the product [CH3:1][O:2][C:3]([C:5]1[C:10]([Br:11])=[C:9]([NH2:12])[CH:8]=[C:7]([C:18]2[CH:23]=[CH:22][C:21]([Cl:24])=[CH:20][C:19]=2[F:27])[N:6]=1)=[O:4], predict the reactants needed to synthesize it. The reactants are: [CH3:1][O:2][C:3]([C:5]1[NH:6][CH:7]([C:18]2[CH:23]=[CH:22][C:21]([Cl:24])=[C:20](OC)[C:19]=2[F:27])[CH2:8]/[C:9](=[N:12]\OS(C)(=O)=O)/[C:10]=1[Br:11])=[O:4].C([O-])([O-])=O.[Na+].[Na+]. (4) Given the product [CH:1]1([C:7]2[NH:8][S:9](=[O:27])(=[O:28])[C:10]3[CH:16]=[C:15]([S:17](=[O:24])(=[O:23])[N:18]([CH2:21][CH3:22])[CH2:19][CH3:20])[CH:14]=[C:13]([CH3:25])[C:11]=3[N:12]=2)[CH2:2][CH2:3][CH2:4][CH2:5][CH2:6]1, predict the reactants needed to synthesize it. The reactants are: [CH:1]1([C:7]2[NH:8][S:9](=[O:28])(=[O:27])[C:10]3[CH:16]=[C:15]([S:17](=[O:24])(=[O:23])[N:18]([CH2:21][CH3:22])[CH2:19][CH3:20])[CH:14]=[C:13]([CH:25]=O)[C:11]=3[N:12]=2)[CH2:6][CH2:5][CH2:4][CH2:3][CH2:2]1.Cl. (5) Given the product [C:3]([C:8]1[C:9](=[O:19])[O:10][C:11]2[C:16]([CH:17]=1)=[CH:15][CH:14]=[C:13]([O:18][CH3:20])[CH:12]=2)(=[O:7])[CH2:4][CH2:5][CH3:6], predict the reactants needed to synthesize it. The reactants are: IC.[C:3]([C:8]1[C:9](=[O:19])[O:10][C:11]2[C:16]([CH:17]=1)=[CH:15][CH:14]=[C:13]([OH:18])[CH:12]=2)(=[O:7])[CH2:4][CH2:5][CH3:6].[C:20](=O)([O-])[O-].[K+].[K+]. (6) The reactants are: [C:1]([O:4][C@@H:5]1[C@@H:11]([O:12][C:13](=[O:15])[CH3:14])[C@H:10]([O:16][C:17](=[O:19])[CH3:18])[C@@H:9]([CH2:20][O:21][C:22](=[O:24])[CH3:23])[S:8][CH:6]1[OH:7])(=[O:3])[CH3:2].[CH2:25]([C:27]1[CH:41]=[CH:40][C:30]([CH2:31][C:32]2[C:38](O)=[CH:37][CH:36]=[CH:35][C:33]=2[OH:34])=[CH:29][CH:28]=1)[CH3:26].C1(P(C2C=CC=CC=2)C2C=CC=CC=2)C=CC=CC=1.N(C(OC(C)C)=O)=NC(OC(C)C)=O. Given the product [C:1]([O:4][C@@H:5]1[C@@H:11]([O:12][C:13](=[O:15])[CH3:14])[C@H:10]([O:16][C:17](=[O:19])[CH3:18])[C@@H:9]([CH2:20][O:21][C:22](=[O:24])[CH3:23])[S:8][C@H:6]1[O:7][C:38]1[CH:37]=[CH:36][CH:35]=[C:33]([OH:34])[C:32]=1[CH2:31][C:30]1[CH:29]=[CH:28][C:27]([CH2:25][CH3:26])=[CH:41][CH:40]=1)(=[O:3])[CH3:2], predict the reactants needed to synthesize it. (7) The reactants are: [C:1]1([CH:7]=[CH:8][C:9]([C:11]2[CH:16]=[CH:15][CH:14]=[CH:13][CH:12]=2)=[O:10])[CH:6]=[CH:5][CH:4]=[CH:3][CH:2]=1.C(NCC)C.[N+:22]([CH3:25])([O-:24])=[O:23].Cl.CC[OH:29]. Given the product [OH:29][C:14]1[CH:15]=[CH:16][C:11]([C:9](=[O:10])[CH2:8][CH:7]([C:1]2[CH:2]=[CH:3][CH:4]=[CH:5][CH:6]=2)[CH2:25][N+:22]([O-:24])=[O:23])=[CH:12][CH:13]=1, predict the reactants needed to synthesize it. (8) The reactants are: [CH3:1][C@@H:2]1[CH2:11][C:10]2[C:5](=[CH:6][CH:7]=[C:8]([C:12]3([CH3:15])[CH2:14][O:13]3)[CH:9]=2)[C:4](=[O:16])[O:3]1.[OH:17][CH2:18][C@H:19]1[NH:24][CH2:23][CH2:22][N:21]([C:25]([O:27][C:28]([CH3:31])([CH3:30])[CH3:29])=[O:26])[CH2:20]1. Given the product [OH:17][CH2:18][C@@H:19]1[N:24]([CH2:14][C:12]([OH:13])([C:8]2[CH:9]=[C:10]3[C:5](=[CH:6][CH:7]=2)[C:4](=[O:16])[O:3][C@@H:2]([CH3:1])[CH2:11]3)[CH3:15])[CH2:23][CH2:22][N:21]([C:25]([O:27][C:28]([CH3:31])([CH3:30])[CH3:29])=[O:26])[CH2:20]1, predict the reactants needed to synthesize it. (9) Given the product [OH:10][C:11]1[C:12]([CH3:29])=[C:13]([CH3:28])[C:14]([NH:18][C:19](=[O:27])[CH2:20][C:21]2[CH:26]=[CH:25][CH:24]=[CH:23][CH:22]=2)=[N:15][C:16]=1[CH3:17], predict the reactants needed to synthesize it. The reactants are: CO.C([O:10][C:11]1[C:12]([CH3:29])=[C:13]([CH3:28])[C:14]([NH:18][C:19](=[O:27])[CH2:20][C:21]2[CH:26]=[CH:25][CH:24]=[CH:23][CH:22]=2)=[N:15][C:16]=1[CH3:17])C1C=CC=CC=1.